This data is from Peptide-MHC class I binding affinity with 185,985 pairs from IEDB/IMGT. The task is: Regression. Given a peptide amino acid sequence and an MHC pseudo amino acid sequence, predict their binding affinity value. This is MHC class I binding data. The peptide sequence is AYISSEATTPV. The MHC is HLA-B54:01 with pseudo-sequence HLA-B54:01. The binding affinity (normalized) is 0.0126.